Predict which catalyst facilitates the given reaction. From a dataset of Catalyst prediction with 721,799 reactions and 888 catalyst types from USPTO. (1) Reactant: C([O-])(C)(C)C.[K+].[CH3:7][CH2:8][O:9][C:10]([CH2:12]P(OCC)(OCC)=O)=[O:11].[CH3:21][N:22]([CH3:36])[C:23]1([C:30]2[S:31][C:32]([F:35])=[CH:33][CH:34]=2)[CH2:28][CH2:27][C:26](=O)[CH2:25][CH2:24]1. Product: [CH2:8]([O:9][C:10](=[O:11])[CH:12]=[C:26]1[CH2:25][CH2:24][C:23]([N:22]([CH3:36])[CH3:21])([C:30]2[S:31][C:32]([F:35])=[CH:33][CH:34]=2)[CH2:28][CH2:27]1)[CH3:7]. The catalyst class is: 9. (2) Reactant: O[CH2:2][CH2:3][C:4]1[C:9]([C:10]([NH:12][CH2:13][C:14]2[CH:19]=[CH:18][C:17]([O:20][CH3:21])=[CH:16][CH:15]=2)=[O:11])=[CH:8][N:7]=[CH:6][CH:5]=1.C1(P(C2C=CC=CC=2)C2C=CC=CC=2)C=CC=CC=1.N(C(OCC)=O)=NC(OCC)=O. Product: [CH3:21][O:20][C:17]1[CH:18]=[CH:19][C:14]([CH2:13][N:12]2[CH2:2][CH2:3][C:4]3[C:9](=[CH:8][N:7]=[CH:6][CH:5]=3)[C:10]2=[O:11])=[CH:15][CH:16]=1. The catalyst class is: 1.